The task is: Predict the reactants needed to synthesize the given product.. This data is from Full USPTO retrosynthesis dataset with 1.9M reactions from patents (1976-2016). (1) Given the product [Cl:38][C:34]1[CH:33]=[C:32]([CH2:31][N:19]2[CH:20]=[C:15]([C:13]3[O:12][N:11]=[C:10]([C:7]4[CH:8]=[CH:9][C:4]([O:3][C:2]([F:1])([F:22])[F:23])=[CH:5][CH:6]=4)[N:14]=3)[CH:16]=[CH:17][C:18]2=[O:21])[CH:37]=[CH:36][N:35]=1, predict the reactants needed to synthesize it. The reactants are: [F:1][C:2]([F:23])([F:22])[O:3][C:4]1[CH:9]=[CH:8][C:7]([C:10]2[N:14]=[C:13]([C:15]3[CH:16]=[CH:17][C:18](=[O:21])[NH:19][CH:20]=3)[O:12][N:11]=2)=[CH:6][CH:5]=1.[H-].[Na+].CS(O[CH2:31][C:32]1[CH:37]=[CH:36][N:35]=[C:34]([Cl:38])[CH:33]=1)(=O)=O.O. (2) Given the product [Si:1]([O:18][CH2:19][C@H:20]1[O:26][CH:23]([O:24][CH3:25])[C@:22]([CH2:38][C:35]2[CH:36]=[CH:37][C:32]([Cl:31])=[CH:33][CH:34]=2)([OH:27])[C@@H:21]1[O:28][CH2:38][C:35]1[CH:34]=[CH:33][C:32]([Cl:31])=[CH:37][CH:36]=1)([C:14]([CH3:17])([CH3:15])[CH3:16])([C:2]1[CH:7]=[CH:6][CH:5]=[CH:4][CH:3]=1)[C:8]1[CH:9]=[CH:10][CH:11]=[CH:12][CH:13]=1, predict the reactants needed to synthesize it. The reactants are: [Si:1]([O:18][CH2:19][C@H:20]1[O:26][CH:23]([O:24][CH3:25])[C@H:22]([OH:27])[C@@H:21]1[OH:28])([C:14]([CH3:17])([CH3:16])[CH3:15])([C:8]1[CH:13]=[CH:12][CH:11]=[CH:10][CH:9]=1)[C:2]1[CH:7]=[CH:6][CH:5]=[CH:4][CH:3]=1.[H-].[Na+].[Cl:31][C:32]1[CH:37]=[CH:36][C:35]([CH2:38]Cl)=[CH:34][CH:33]=1. (3) Given the product [N:26]1([CH2:2][C:3]2[C:12]3[C:7](=[CH:8][CH:9]=[CH:10][CH:11]=3)[C:6]([C:13]([NH:15][C:16]3[C:17]([C:22]([O:24][CH3:25])=[O:23])=[N:18][CH:19]=[CH:20][CH:21]=3)=[O:14])=[CH:5][CH:4]=2)[CH:30]=[CH:29][N:28]=[N:27]1, predict the reactants needed to synthesize it. The reactants are: Br[CH2:2][C:3]1[C:12]2[C:7](=[CH:8][CH:9]=[CH:10][CH:11]=2)[C:6]([C:13]([NH:15][C:16]2[C:17]([C:22]([O:24][CH3:25])=[O:23])=[N:18][CH:19]=[CH:20][CH:21]=2)=[O:14])=[CH:5][CH:4]=1.[NH:26]1[CH:30]=[CH:29][N:28]=[N:27]1. (4) Given the product [NH2:13][C@@H:14]([CH2:38][CH:39]([F:41])[F:40])[CH2:15][NH:16][C:17]1[N:22]=[C:21]([NH:23][C:24]2[CH:32]=[CH:31][CH:30]=[C:29]3[C:25]=2[CH:26]=[C:33]([CH3:34])[N:28]3[CH3:27])[C:20]([C:35]([NH2:37])=[O:36])=[CH:19][N:18]=1, predict the reactants needed to synthesize it. The reactants are: CN1C2C=CC=C(N)C=2C=C1C.[NH2:13][C@@H:14]([CH2:38][CH:39]([F:41])[F:40])[CH2:15][NH:16][C:17]1[N:22]=[C:21]([NH:23][C:24]2[CH:32]=[CH:31][CH:30]=[C:29]3[C:25]=2[CH:26]=[CH:27][N:28]3[CH2:33][CH3:34])[C:20]([C:35]([NH2:37])=[O:36])=[CH:19][N:18]=1.B(Br)(Br)Br. (5) Given the product [F:12][C:4]1[C:5]([C:6]#[N:7])=[CH:8][C:21]2[N:20]([CH3:18])[C:24](=[O:27])[NH:23][C:22]=2[CH:3]=1, predict the reactants needed to synthesize it. The reactants are: NC1C(NC)=[CH:8][C:5]([C:6]#[N:7])=[C:4]([F:12])[CH:3]=1.C1N=CN([C:18]([N:20]2[CH:24]=[N:23][CH:22]=[CH:21]2)=O)C=1.C(OCC)(=[O:27])C.O.